The task is: Predict the reaction yield, written as a fraction of the theoretical maximum amount of product (1.0 means a 100% yield; for example, 0.34 means a 34% yield).. This data is from Reaction yield outcomes from USPTO patents with 853,638 reactions. The reactants are [C:1]([C:4]1[CH:9]=[CH:8][C:7]([CH:10](O)S([O-])(=O)=O)=[CH:6][CH:5]=1)([OH:3])=[O:2].[Na+].[Cl:17][C:18]1[CH:19]=[C:20]([NH2:26])[C:21]([NH2:25])=[CH:22][C:23]=1[Cl:24].Cl. The catalyst is CN(C=O)C. The product is [Cl:17][C:18]1[C:23]([Cl:24])=[CH:22][C:21]2[NH:25][C:10]([C:7]3[CH:8]=[CH:9][C:4]([C:1]([OH:3])=[O:2])=[CH:5][CH:6]=3)=[N:26][C:20]=2[CH:19]=1. The yield is 0.860.